Dataset: Retrosynthesis with 50K atom-mapped reactions and 10 reaction types from USPTO. Task: Predict the reactants needed to synthesize the given product. (1) The reactants are: COc1cc2ncnc(Cl)c2cc1OC.N#Cc1ccc(C(=O)Nc2cccc(N)c2)cc1. Given the product COc1cc2ncnc(Nc3cccc(NC(=O)c4ccc(C#N)cc4)c3)c2cc1OC, predict the reactants needed to synthesize it. (2) Given the product COc1ccccc1-c1ccc(/C=C/C2C3C(=O)N(C)C(=O)C3C3CCCCN23)nc1, predict the reactants needed to synthesize it. The reactants are: CN1C(=O)C2C(C1=O)C1CCCCN1C2/C=C/c1ccc(Br)cn1.COc1ccccc1B(O)O. (3) Given the product CC(Nc1nc(Br)cnc1N)c1c(F)cc2ncccc2c1F, predict the reactants needed to synthesize it. The reactants are: CC(N)c1c(F)cc2ncccc2c1F.Nc1ncc(Br)nc1Br. (4) Given the product Nc1cc(F)cc2c1OCCO2, predict the reactants needed to synthesize it. The reactants are: O=[N+]([O-])c1cc(F)cc2c1OCCO2.